From a dataset of Experimentally validated miRNA-target interactions with 360,000+ pairs, plus equal number of negative samples. Binary Classification. Given a miRNA mature sequence and a target amino acid sequence, predict their likelihood of interaction. (1) Result: 1 (interaction). The protein sequence of the target gene is MREIVHIQAGQCGNQIGAKFWEVISDEHGIDPTGSYHGDSDLQLERINVYYNEAAGNKYVPRAILVDLEPGTMDSVRSGPFGQIFRPDNFVFGQSGAGNNWAKGHYTEGAELVDSVLDVVRKESESCDCLQGFQLTHSLGGGTGSGMGTLLISKIREEYPDRIMNTFSVMPSPKVSDTVVEPYNATLSVHQLVENTDETYSIDNEALYDICFRTLKLTTPTYGDLNHLVSATMSGVTTCLRFPGQLNADLRKLAVNMVPFPRLHFFMPGFAPLTSRGSQQYRALTVPELTQQMFDSKNMM.... The miRNA is hsa-miR-4458 with sequence AGAGGUAGGUGUGGAAGAA. (2) The miRNA is hsa-miR-379-5p with sequence UGGUAGACUAUGGAACGUAGG. The protein sequence of the target gene is MEPGAAELYDQALLGILQHVGNVQDFLRVLFGFLYRKTDFYRLLRHPSDRMGFPPGAAQALVLQVFKTFDHMARQDDEKRKKELEEKIRKKEEEAKALPAAETEKVAVPVPVQEVEIDAAADLSGPQEVEKEEPPGSQDPEHTVTHGLEKAEAPGTVSSAAEGPKDPPVLPRIQEQFQKNPDSYNGAIRENYIWSQDYTDLEVRVPVPKHVMKGKQVSVALSSGTIRVAMVEENGERVLMEGKLTHKINTESSLWSLEPGRCVLVNLSKVGEYWWSAILEGEEPIDIDKINKERSMATVD.... Result: 0 (no interaction). (3) The miRNA is hsa-let-7c-5p with sequence UGAGGUAGUAGGUUGUAUGGUU. The protein sequence of the target gene is MNKLRQSFRRKKDVYVPEASRPHQWQTDEEGVRTGKCSFPVKYLGHVEVDESRGMHICEDAVKRLKAERKFFKGFFGKTGKKAVKAVLWVSADGLRVVDEKTKDLIVDQTIEKVSFCAPDRNFDRAFSYICRDGTTRRWICHCFMAVKDTGERLSHAVGCAFAACLERKQKREKECGVTATFDASRTTFTREGSFRVTTATEQAEREEIMKQMQDAKKAETDKIVVGSSVAPGNTAPSPSSPTSPTSDATTSLEMNNPHAIPRRHAPIEQLARQGSFRGFPALSQKMSPFKRQLSLRINE.... Result: 1 (interaction).